Dataset: Cav3 T-type calcium channel HTS with 100,875 compounds. Task: Binary Classification. Given a drug SMILES string, predict its activity (active/inactive) in a high-throughput screening assay against a specified biological target. (1) The drug is Clc1ccc(C(=O)NC(CCCC)C(O)=O)cc1. The result is 0 (inactive). (2) The molecule is s1c(NC(=O)CCn2c3c(oc2=O)cccc3)nc2c1cccc2. The result is 0 (inactive). (3) The drug is O(CC(=O)NCCN1CCCC1)c1c(cccc1)C. The result is 0 (inactive). (4) The drug is S(=O)(=O)(N1CCN(CC1)C(=O)Cc1ccccc1)c1ccc(NC(=O)C)cc1. The result is 0 (inactive). (5) The compound is Clc1cc2c(=O)c3C(N(CCCN4CCOCC4)C(=O)c3oc2cc1)c1oc(cc1)C. The result is 0 (inactive). (6) The compound is S(=O)(=O)(Nc1ccc(cc1)C)c1cc(sc1)C(=O)Nc1ccc(cc1)C. The result is 0 (inactive).